The task is: Predict the reaction yield, written as a fraction of the theoretical maximum amount of product (1.0 means a 100% yield; for example, 0.34 means a 34% yield).. This data is from Reaction yield outcomes from USPTO patents with 853,638 reactions. (1) The reactants are Cl.[Br:2][C:3]1[CH:16]=[CH:15][C:6]([O:7][CH2:8][CH:9]2[CH2:14][CH2:13][NH:12][CH2:11][CH2:10]2)=[C:5]([F:17])[CH:4]=1.[O:18]1[C:20]([CH3:22])([CH3:21])[CH2:19]1.C([O-])([O-])=O.[K+].[K+]. The catalyst is CCO.O. The product is [Br:2][C:3]1[CH:16]=[CH:15][C:6]([O:7][CH2:8][CH:9]2[CH2:10][CH2:11][N:12]([CH2:19][C:20]([CH3:22])([OH:18])[CH3:21])[CH2:13][CH2:14]2)=[C:5]([F:17])[CH:4]=1. The yield is 0.860. (2) The reactants are [CH3:1][O:2][CH2:3][CH2:4][N:5]1[CH:9]=[C:8]([N+:10]([O-])=O)[CH:7]=[N:6]1. The catalyst is CCO.[Pd]. The product is [CH3:1][O:2][CH2:3][CH2:4][N:5]1[CH:9]=[C:8]([NH2:10])[CH:7]=[N:6]1. The yield is 0.970. (3) The reactants are [CH2:1]([CH:3]([CH2:21][CH3:22])[CH:4]([NH2:20])[C:5]1[N:9]([S:10]([C:13]2[CH:18]=[CH:17][C:16]([CH3:19])=[CH:15][CH:14]=2)(=[O:12])=[O:11])[N:8]=[CH:7][CH:6]=1)[CH3:2].C(N(CC)CC)C.[Cl:30][C:31]1[S:35][C:34]([S:36](Cl)(=[O:38])=[O:37])=[CH:33][CH:32]=1. The catalyst is C(Cl)Cl.C(Cl)(Cl)Cl. The product is [Cl:30][C:31]1[S:35][C:34]([S:36]([NH:20][CH:4]([C:5]2[N:9]([S:10]([C:13]3[CH:14]=[CH:15][C:16]([CH3:19])=[CH:17][CH:18]=3)(=[O:12])=[O:11])[N:8]=[CH:7][CH:6]=2)[CH:3]([CH2:1][CH3:2])[CH2:21][CH3:22])(=[O:38])=[O:37])=[CH:33][CH:32]=1. The yield is 0.330. (4) The reactants are [F:1][CH:2]([F:11])[C:3]([C:5]1[CH:10]=[CH:9][CH:8]=[CH:7][CH:6]=1)=[O:4].Br[C:13]1[CH:22]=[C:21]2[C:16]([CH:17]=[CH:18][N:19]=[CH:20]2)=[CH:15][CH:14]=1. No catalyst specified. The product is [F:1][C:2]([F:11])([C:13]1[CH:22]=[C:21]2[C:16]([CH:17]=[CH:18][N:19]=[CH:20]2)=[CH:15][CH:14]=1)[C:3]([C:5]1[CH:6]=[CH:7][CH:8]=[CH:9][CH:10]=1)=[O:4]. The yield is 0.750. (5) The reactants are [C:1]([NH:4][CH2:5][C:6]([OH:8])=O)(=[O:3])[CH3:2].C1C=CC2N(O)N=NC=2C=1.C1CCC(N=C=NC2CCCCC2)CC1.[C:34]1([P:40]([CH2:47][SH:48])[C:41]2[CH:46]=[CH:45][CH:44]=[CH:43][CH:42]=2)[CH:39]=[CH:38][CH:37]=[CH:36][CH:35]=1. The catalyst is CN(C=O)C.C(OCC)(=O)C. The product is [C:34]1([P:40]([CH2:47][S:48][C:6](=[O:8])[CH2:5][NH:4][C:1](=[O:3])[CH3:2])[C:41]2[CH:46]=[CH:45][CH:44]=[CH:43][CH:42]=2)[CH:35]=[CH:36][CH:37]=[CH:38][CH:39]=1. The yield is 0.960. (6) The reactants are [OH-].[K+].[N:3]1[CH:8]=[CH:7][CH:6]=[CH:5][C:4]=1[CH2:9][OH:10].[S:11](Cl)([C:14]1[CH:20]=[CH:19][C:17]([CH3:18])=[CH:16][CH:15]=1)(=[O:13])=[O:12]. The catalyst is C1COCC1. The product is [N:3]1[CH:8]=[CH:7][CH:6]=[CH:5][C:4]=1[CH2:9][O:10][S:11]([C:14]1[CH:20]=[CH:19][C:17]([CH3:18])=[CH:16][CH:15]=1)(=[O:13])=[O:12]. The yield is 0.850. (7) The reactants are [CH:1]1[CH:6]=[CH:5][C:4]([CH2:7][CH:8]([OH:12])[C:9]([OH:11])=[O:10])=[CH:3][CH:2]=1.C([O-])([O-])=O.[Cs+].[Cs+].[CH2:19](Br)[C:20]1[CH:25]=[CH:24][CH:23]=[CH:22][CH:21]=1. The catalyst is CN(C=O)C.CCOC(C)=O. The product is [CH2:19]([O:10][C:9](=[O:11])[CH:8]([OH:12])[CH2:7][C:4]1[CH:3]=[CH:2][CH:1]=[CH:6][CH:5]=1)[C:20]1[CH:25]=[CH:24][CH:23]=[CH:22][CH:21]=1. The yield is 0.890. (8) The reactants are [CH3:1][N:2]([CH3:43])[CH2:3][CH2:4][N:5]([CH3:42])[C:6](=[O:41])[C:7]1[CH:12]=[CH:11][C:10]([NH:13][C:14]([NH:16][C:17]2[CH:22]=[CH:21][C:20]([C:23]3[N:28]=[C:27]([N:29]4[CH2:34][CH2:33][O:32][CH2:31][CH2:30]4)[N:26]=[C:25]([N:35]4[CH2:40][CH2:39][O:38][CH2:37][CH2:36]4)[N:24]=3)=[CH:19][CH:18]=2)=[O:15])=[CH:9][CH:8]=1.CO.[ClH:46]. The catalyst is O1CCOCC1. The product is [ClH:46].[CH3:1][N:2]([CH3:43])[CH2:3][CH2:4][N:5]([CH3:42])[C:6](=[O:41])[C:7]1[CH:12]=[CH:11][C:10]([NH:13][C:14]([NH:16][C:17]2[CH:18]=[CH:19][C:20]([C:23]3[N:28]=[C:27]([N:29]4[CH2:30][CH2:31][O:32][CH2:33][CH2:34]4)[N:26]=[C:25]([N:35]4[CH2:40][CH2:39][O:38][CH2:37][CH2:36]4)[N:24]=3)=[CH:21][CH:22]=2)=[O:15])=[CH:9][CH:8]=1. The yield is 0.880. (9) The reactants are [Li+].C[Si]([N-][Si](C)(C)C)(C)C.[Cl:11][C:12]1[CH:17]=[CH:16][CH:15]=[CH:14][C:13]=1[NH2:18].[Br:19][C:20]1[C:21]([F:31])=[C:22]([F:30])[C:23](F)=[C:24]([CH:28]=1)[C:25]([OH:27])=[O:26]. The catalyst is C1COCC1. The product is [Br:19][C:20]1[C:21]([F:31])=[C:22]([F:30])[C:23]([NH:18][C:13]2[CH:14]=[CH:15][CH:16]=[CH:17][C:12]=2[Cl:11])=[C:24]([CH:28]=1)[C:25]([OH:27])=[O:26]. The yield is 0.660.